This data is from Catalyst prediction with 721,799 reactions and 888 catalyst types from USPTO. The task is: Predict which catalyst facilitates the given reaction. (1) Reactant: O[C:2]1[C:3](=[O:14])[C:4]2[C:9]([C:10](=[O:12])[CH:11]=1)=[CH:8][CH:7]=[C:6]([OH:13])[CH:5]=2.[Cl:15][C:16]1[CH:23]=[CH:22][C:19]([CH:20]=O)=[CH:18][CH:17]=1.[NH2:24][C:25]1[CH2:30][CH2:29][CH2:28][C:27](=[O:31])[CH:26]=1. Product: [Cl:15][C:16]1[CH:23]=[CH:22][C:19]([CH:20]2[C:11]3[C:10](=[O:12])[C:9]4[CH:8]=[CH:7][C:6]([OH:13])=[CH:5][C:4]=4[C:3](=[O:14])[C:2]=3[NH:24][C:25]3[CH2:30][CH2:29][CH2:28][C:27](=[O:31])[C:26]2=3)=[CH:18][CH:17]=1. The catalyst class is: 8. (2) Reactant: [CH2:1]([N:8]1[C:16]2[C:11](=[N:12][C:13]([Cl:17])=[CH:14][CH:15]=2)[CH:10]=[C:9]1Br)[C:2]1[CH:7]=[CH:6][CH:5]=[CH:4][CH:3]=1.[CH3:19][N:20]1[C:24]([Sn](CCCC)(CCCC)CCCC)=[CH:23][N:22]=[CH:21]1. Product: [CH2:1]([N:8]1[C:16]2[C:11](=[N:12][C:13]([Cl:17])=[CH:14][CH:15]=2)[CH:10]=[C:9]1[C:24]1[N:20]([CH3:19])[CH:21]=[N:22][CH:23]=1)[C:2]1[CH:7]=[CH:6][CH:5]=[CH:4][CH:3]=1. The catalyst class is: 109.